Dataset: Reaction yield outcomes from USPTO patents with 853,638 reactions. Task: Predict the reaction yield, written as a fraction of the theoretical maximum amount of product (1.0 means a 100% yield; for example, 0.34 means a 34% yield). (1) The reactants are Cl.Cl.[F:3][C:4]1[CH:12]=[C:11]([C:13]2[CH:14]=[N:15][C:16]3[N:17]([C:19]([CH2:22][C:23]4[CH:24]=[C:25]5[C:30](=[CH:31][CH:32]=4)[N:29]=[CH:28][CH:27]=[CH:26]5)=[CH:20][N:21]=3)[N:18]=2)[CH:10]=[CH:9][C:5]=1[C:6](O)=[O:7].S(Cl)(Cl)=O.[CH3:37][NH2:38].C(=O)([O-])[O-].[Na+].[Na+]. The catalyst is C1COCC1.O.C1(C)C=CC=CC=1. The product is [F:3][C:4]1[CH:12]=[C:11]([C:13]2[CH:14]=[N:15][C:16]3[N:17]([C:19]([CH2:22][C:23]4[CH:24]=[C:25]5[C:30](=[CH:31][CH:32]=4)[N:29]=[CH:28][CH:27]=[CH:26]5)=[CH:20][N:21]=3)[N:18]=2)[CH:10]=[CH:9][C:5]=1[C:6]([NH:38][CH3:37])=[O:7]. The yield is 0.966. (2) The reactants are N[C:2]1[S:3][C:4]2[CH:10]=[C:9]([C:11]3[CH:12]=[C:13]([N:23]4[CH:28]=[CH:27][C:26](=[O:29])[NH:25][C:24]4=[O:30])[CH:14]=[C:15]([C:19]([CH3:22])([CH3:21])[CH3:20])[C:16]=3[O:17][CH3:18])[CH:8]=[CH:7][C:5]=2[N:6]=1.N(OCCC(C)C)=O. The catalyst is O1CCOCC1. The product is [S:3]1[C:4]2[CH:10]=[C:9]([C:11]3[CH:12]=[C:13]([N:23]4[CH:28]=[CH:27][C:26](=[O:29])[NH:25][C:24]4=[O:30])[CH:14]=[C:15]([C:19]([CH3:22])([CH3:21])[CH3:20])[C:16]=3[O:17][CH3:18])[CH:8]=[CH:7][C:5]=2[N:6]=[CH:2]1. The yield is 0.480.